Dataset: HIV replication inhibition screening data with 41,000+ compounds from the AIDS Antiviral Screen. Task: Binary Classification. Given a drug SMILES string, predict its activity (active/inactive) in a high-throughput screening assay against a specified biological target. (1) The compound is CC(=O)C1=C(C)C2=Cc3c(C(C)=O)c(C)c4n3[Fe-3]35(Cl)n6c(c(C)c(CCC(=O)O)c6=CC6=[N+]3C(=C4)C(C)=C6CCC(=O)O)=CC1=[N+]25. The result is 1 (active). (2) The molecule is Cc1ccc(C=CC(=O)c2sc(C(N)=S)nc2C)cc1. The result is 0 (inactive). (3) The compound is c1ccc(NNC2=NN=C(c3ccccc3)CS2)cc1. The result is 0 (inactive). (4) The compound is COC(=O)CCCN(C)c1n[nH]c(=N)[nH]1. The result is 0 (inactive). (5) The drug is CC(=O)O.Nc1nc(N)c(C2=CCN(Cc3ccccc3)CC2)c(O)n1. The result is 0 (inactive). (6) The drug is CC(=NNC(=O)C[N+](C)(C)C)c1sc(-c2cccnc2)nc1C.[Cl-]. The result is 0 (inactive). (7) The molecule is COC(=O)C1CCCN1C(=O)C(Cc1cn(S(=O)(=O)c2ccc(C)cc2)cn1)NC(=O)OC(C)(C)C. The result is 0 (inactive). (8) The drug is CCN(CC)C(C)C(=O)Nc1cccc(Cl)c1C. The result is 0 (inactive).